This data is from Reaction yield outcomes from USPTO patents with 853,638 reactions. The task is: Predict the reaction yield, written as a fraction of the theoretical maximum amount of product (1.0 means a 100% yield; for example, 0.34 means a 34% yield). (1) The reactants are [CH2:1]1[C:10]2[C:5](=[CH:6][CH:7]=[CH:8][CH:9]=2)[CH2:4][CH2:3][N:2]1[CH2:11][C@@H:12]([OH:37])[CH2:13][NH:14][C:15]([C:17]1[CH:22]=[CH:21][N:20]=[C:19]([NH:23][CH:24]2[CH2:29][CH2:28][N:27](C(OC(C)(C)C)=O)[CH2:26][CH2:25]2)[CH:18]=1)=[O:16].[ClH:38]. The catalyst is C(Cl)Cl. The product is [ClH:38].[CH2:1]1[C:10]2[C:5](=[CH:6][CH:7]=[CH:8][CH:9]=2)[CH2:4][CH2:3][N:2]1[CH2:11][C@@H:12]([OH:37])[CH2:13][NH:14][C:15](=[O:16])[C:17]1[CH:22]=[CH:21][N:20]=[C:19]([NH:23][CH:24]2[CH2:29][CH2:28][NH:27][CH2:26][CH2:25]2)[CH:18]=1. The yield is 0.854. (2) The reactants are Br[C:2]1[CH:7]=[CH:6][C:5]([S:8]([CH3:11])(=[O:10])=[O:9])=[CH:4][CH:3]=1.[I-:12].[Na+].CN[C@@H]1CCCC[C@H]1NC. The catalyst is O1CCOCC1.[Cu](I)I. The product is [I:12][C:7]1[CH:2]=[CH:3][CH:4]=[C:5]([S:8]([CH3:11])(=[O:10])=[O:9])[CH:6]=1. The yield is 0.750. (3) The reactants are [C:1]1([C:7]2[N:8]=[N:9][NH:10][N:11]=2)[CH:6]=[CH:5][CH:4]=[CH:3][CH:2]=1.[OH-].[Na+].[CH3:14]I. No catalyst specified. The product is [CH3:14][N:9]1[N:10]=[N:11][C:7]([C:1]2[CH:2]=[CH:3][CH:4]=[CH:5][CH:6]=2)=[N:8]1. The yield is 0.460. (4) The reactants are [N+:1]([C:4]1[CH:5]=[C:6]2[C:11](=[CH:12][CH:13]=1)[NH:10][C:9](=O)[NH:8][C:7]2=O)([O-:3])=[O:2].P(Cl)(Cl)([Cl:18])=O.C(N(C(C)C)C=O)(C)C.[CH3:30][CH:31]([NH2:34])[CH2:32][CH3:33]. The catalyst is O. The product is [Cl:18][C:9]1[N:8]=[C:7]([NH:34][CH:31]([CH3:30])[CH2:32][CH3:33])[C:6]2[C:11](=[CH:12][CH:13]=[C:4]([N+:1]([O-:3])=[O:2])[CH:5]=2)[N:10]=1. The yield is 0.689. (5) The reactants are C(O[C:4]([C:6]1[N:7]=[N:8][C:9]([O:12][CH2:13][C:14]2[C:15]([C:20]3[CH:25]=[CH:24][CH:23]=[C:22]([F:26])[CH:21]=3)=[N:16][O:17][C:18]=2[CH3:19])=[CH:10][CH:11]=1)=[O:5])C.[CH2:27]([NH2:29])[CH3:28]. No catalyst specified. The product is [CH2:27]([NH:29][C:4]([C:6]1[N:7]=[N:8][C:9]([O:12][CH2:13][C:14]2[C:15]([C:20]3[CH:25]=[CH:24][CH:23]=[C:22]([F:26])[CH:21]=3)=[N:16][O:17][C:18]=2[CH3:19])=[CH:10][CH:11]=1)=[O:5])[CH3:28]. The yield is 0.610. (6) The reactants are [CH2:1](Br)[C:2]#[CH:3].[O:5]=[CH:6][C:7]1[CH:15]=[CH:14][C:12]([OH:13])=[C:9]([O:10][CH3:11])[CH:8]=1.C(=O)([O-])[O-].[K+].[K+]. The catalyst is CC#N. The product is [CH3:11][O:10][C:9]1[CH:8]=[C:7]([CH:15]=[CH:14][C:12]=1[O:13][CH2:3][C:2]#[CH:1])[CH:6]=[O:5]. The yield is 0.970. (7) The reactants are [NH2:1][C:2]1[CH:3]=[CH:4][CH:5]=[C:6]2[C:10]=1[NH:9][C:8]([C:11]([O:13][CH2:14][CH3:15])=[O:12])=[CH:7]2.[F:16][C:17]([F:29])([F:28])[C:18]1[CH:23]=[CH:22][CH:21]=[CH:20][C:19]=1[S:24](Cl)(=[O:26])=[O:25]. The catalyst is N1C=CC=CC=1. The product is [F:29][C:17]([F:16])([F:28])[C:18]1[CH:23]=[CH:22][CH:21]=[CH:20][C:19]=1[S:24]([NH:1][C:2]1[CH:3]=[CH:4][CH:5]=[C:6]2[C:10]=1[NH:9][C:8]([C:11]([O:13][CH2:14][CH3:15])=[O:12])=[CH:7]2)(=[O:25])=[O:26]. The yield is 0.880. (8) The reactants are [C:1]1(=O)[CH2:6][CH2:5][CH2:4][CH2:3][C:2]1=[O:7].BrBr.[Cl:11][CH2:12][CH2:13][CH2:14][O:15][C:16]1[CH:21]=[CH:20][C:19]([C:22](=[S:24])[NH2:23])=[CH:18][CH:17]=1. The catalyst is O1CCCC1. The product is [Cl:11][CH2:12][CH2:13][CH2:14][O:15][C:16]1[CH:21]=[CH:20][C:19]([C:22]2[S:24][C:6]3[CH2:5][CH2:4][CH2:3][C:2](=[O:7])[C:1]=3[N:23]=2)=[CH:18][CH:17]=1. The yield is 0.230.